This data is from Forward reaction prediction with 1.9M reactions from USPTO patents (1976-2016). The task is: Predict the product of the given reaction. (1) The product is: [F:19][C:2]1[N:7]=[C:6]([C:8]#[N:9])[C:5]([O:10][C:11]2[CH:16]=[CH:15][C:14]([O:17][CH3:18])=[CH:13][CH:12]=2)=[N:4][CH:3]=1. Given the reactants Cl[C:2]1[N:7]=[C:6]([C:8]#[N:9])[C:5]([O:10][C:11]2[CH:16]=[CH:15][C:14]([O:17][CH3:18])=[CH:13][CH:12]=2)=[N:4][CH:3]=1.[F-:19].[K+].C(OCC)(=O)C.O, predict the reaction product. (2) Given the reactants [CH:1](=O)[C:2]1[CH:7]=[CH:6][CH:5]=[CH:4][CH:3]=1.[C:9](#[N:12])[CH:10]=[CH2:11].[CH3:13][O-:14].[Na+], predict the reaction product. The product is: [C:2]1([C:1]([C:2]2[CH:7]=[CH:6][CH:5]=[CH:4][CH:3]=2)=[C:10]([CH2:11][O:14][CH3:13])[C:9]#[N:12])[CH:7]=[CH:6][CH:5]=[CH:4][CH:3]=1. (3) Given the reactants Cl.[CH3:2][S:3][C:4]1[S:8][C:7]([C:9]([NH2:11])=[NH:10])=[CH:6][C:5]=1[NH:12][C:13]1[CH:22]=[CH:21][C:20]2[C:15](=[CH:16][CH:17]=[CH:18][CH:19]=2)[CH:14]=1.CSC1SC(C(OC)=O)=CC=1NC1C=CC2C(=CC=CC=2)C=1.C[Al](C)C.[NH4+].[Cl-], predict the reaction product. The product is: [CH3:2][S:3][C:4]1[S:8][C:7]([C:9]([NH2:11])=[NH:10])=[CH:6][C:5]=1[NH:12][C:13]1[CH:22]=[CH:21][C:20]2[C:15](=[CH:16][CH:17]=[CH:18][CH:19]=2)[CH:14]=1.